This data is from Reaction yield outcomes from USPTO patents with 853,638 reactions. The task is: Predict the reaction yield, written as a fraction of the theoretical maximum amount of product (1.0 means a 100% yield; for example, 0.34 means a 34% yield). The reactants are [F:1][C:2]1[C:31]([F:32])=[CH:30][CH:29]=[CH:28][C:3]=1[O:4][C:5]1[CH:10]=[CH:9][C:8]([C:11]2[C:19]3[C:14](=[N:15][CH:16]=[N:17][C:18]=3[NH2:20])[N:13]([C@@H:21]3[CH2:26][CH2:25][CH2:24][NH:23][CH2:22]3)[N:12]=2)=[C:7]([F:27])[CH:6]=1.[C:33]([C:35](=[CH:39][CH:40]([CH3:42])[CH3:41])[C:36](O)=[O:37])#[N:34].CCN(C(C)C)C(C)C.CN(C(ON1N=NC2C=CC=NC1=2)=[N+](C)C)C.F[P-](F)(F)(F)(F)F. The catalyst is C(Cl)Cl. The product is [NH2:20][C:18]1[N:17]=[CH:16][N:15]=[C:14]2[N:13]([C@@H:21]3[CH2:26][CH2:25][CH2:24][N:23]([C:36]([C:35](=[CH:39][CH:40]([CH3:42])[CH3:41])[C:33]#[N:34])=[O:37])[CH2:22]3)[N:12]=[C:11]([C:8]3[CH:9]=[CH:10][C:5]([O:4][C:3]4[CH:28]=[CH:29][CH:30]=[C:31]([F:32])[C:2]=4[F:1])=[CH:6][C:7]=3[F:27])[C:19]=12. The yield is 0.400.